This data is from Forward reaction prediction with 1.9M reactions from USPTO patents (1976-2016). The task is: Predict the product of the given reaction. (1) Given the reactants [Br:1][C:2]1[CH:9]=[C:8]([C:10]2[CH2:14][C:13]([C:19]3[CH:24]=[C:23]([Cl:25])[CH:22]=[C:21]([Cl:26])[CH:20]=3)([C:15]([F:18])([F:17])[F:16])[CH2:12][N:11]=2)[CH:7]=[CH:6][C:3]=1[CH2:4][NH2:5].[C:27](OC(=O)C)(=[O:29])[CH3:28], predict the reaction product. The product is: [Br:1][C:2]1[CH:9]=[C:8]([C:10]2[CH2:14][C:13]([C:19]3[CH:20]=[C:21]([Cl:26])[CH:22]=[C:23]([Cl:25])[CH:24]=3)([C:15]([F:16])([F:17])[F:18])[CH2:12][N:11]=2)[CH:7]=[CH:6][C:3]=1[CH2:4][NH:5][C:27](=[O:29])[CH3:28]. (2) Given the reactants [CH3:1][O:2][CH:3]([O:14][CH3:15])[C:4]1[CH:9]=[CH:8][N:7]=[C:6]([S:10][CH2:11][CH2:12][CH3:13])[N:5]=1.OOS([O-])=O.[K+].[OH2:22].[OH2:23].O.C([O-])(=O)C.[Na+], predict the reaction product. The product is: [CH3:15][O:14][CH:3]([O:2][CH3:1])[C:4]1[CH:9]=[CH:8][N:7]=[C:6]([S:10]([CH2:11][CH2:12][CH3:13])(=[O:23])=[O:22])[N:5]=1. (3) Given the reactants [OH:1][C@@:2]1([CH2:37][O:38][CH3:39])[CH2:7][CH2:6][CH2:5][CH2:4][C@H:3]1[N:8]1[C:12]([C:13]2[CH:18]=[CH:17][CH:16]=[CH:15][CH:14]=2)=[C:11]([C:19]([N:21]2[CH2:26][CH2:25][N:24]([C:27]([O:29][C:30]([CH3:33])([CH3:32])[CH3:31])=[O:28])[CH2:23][C@H:22]2[CH2:34][CH:35]=[O:36])=[O:20])[N:10]=[CH:9]1.[C:40]1([Mg]Br)[CH:45]=[CH:44][CH:43]=[CH:42][CH:41]=1.[Cl-].[NH4+], predict the reaction product. The product is: [OH:1][C@@:2]1([CH2:37][O:38][CH3:39])[CH2:7][CH2:6][CH2:5][CH2:4][C@H:3]1[N:8]1[C:12]([C:13]2[CH:14]=[CH:15][CH:16]=[CH:17][CH:18]=2)=[C:11]([C:19]([N:21]2[CH2:26][CH2:25][N:24]([C:27]([O:29][C:30]([CH3:32])([CH3:33])[CH3:31])=[O:28])[CH2:23][C@H:22]2[CH2:34][C@@H:35]([OH:36])[C:40]2[CH:45]=[CH:44][CH:43]=[CH:42][CH:41]=2)=[O:20])[N:10]=[CH:9]1.[OH:1][C@@:2]1([CH2:37][O:38][CH3:39])[CH2:7][CH2:6][CH2:5][CH2:4][C@H:3]1[N:8]1[C:12]([C:13]2[CH:14]=[CH:15][CH:16]=[CH:17][CH:18]=2)=[C:11]([C:19]([N:21]2[CH2:26][CH2:25][N:24]([C:27]([O:29][C:30]([CH3:32])([CH3:33])[CH3:31])=[O:28])[CH2:23][C@H:22]2[CH2:34][C@H:35]([OH:36])[C:40]2[CH:45]=[CH:44][CH:43]=[CH:42][CH:41]=2)=[O:20])[N:10]=[CH:9]1. (4) Given the reactants [CH2:1]([N:8]1[C:12]([C:13]([F:16])([F:15])[F:14])=[CH:11][C:10]([C:17]2[CH:22]=[CH:21][C:20]([Cl:23])=[CH:19][CH:18]=2)=[C:9]1[C:24]([N:26]([CH2:28][C:29]([C:32]#[N:33])([CH3:31])[CH3:30])[CH3:27])=[O:25])[C:2]1[CH:7]=[CH:6][CH:5]=[CH:4][CH:3]=1.[BH4-].[Na+], predict the reaction product. The product is: [NH2:33][CH2:32][C:29]([CH3:31])([CH3:30])[CH2:28][N:26]([CH3:27])[C:24]([C:9]1[N:8]([CH2:1][C:2]2[CH:3]=[CH:4][CH:5]=[CH:6][CH:7]=2)[C:12]([C:13]([F:16])([F:15])[F:14])=[CH:11][C:10]=1[C:17]1[CH:18]=[CH:19][C:20]([Cl:23])=[CH:21][CH:22]=1)=[O:25]. (5) The product is: [ClH:11].[NH2:1][C:2]1[CH:7]=[CH:6][C:5]([C:8](=[O:10])[CH3:9])=[CH:4][CH:3]=1. Given the reactants [NH2:1][C:2]1[CH:7]=[CH:6][C:5]([C:8](=[O:10])[CH3:9])=[CH:4][CH:3]=1.[ClH:11], predict the reaction product. (6) Given the reactants [CH3:1][O:2][C:3]1[C:4]([O:17][CH2:18][O:19][CH3:20])=[C:5]([CH:8]=[C:9]([N:11]2[CH2:15][CH2:14][O:13][C:12]2=[O:16])[CH:10]=1)[CH:6]=O, predict the reaction product. The product is: [CH3:1][O:2][C:3]1[CH:10]=[C:9]([N:11]2[CH2:15][CH2:14][O:13][C:12]2=[O:16])[CH:8]=[C:5]([CH3:6])[C:4]=1[O:17][CH2:18][O:19][CH3:20]. (7) The product is: [F:1][C:2]1[CH:10]=[C:9]2[C:5]([C:6]([C:20]3[CH:30]=[CH:29][C:23]4[N:24]=[C:25]([CH2:27][CH2:28][N:36]5[CH2:37][CH2:38][NH:33][CH:34]([C:39]([OH:41])=[O:40])[CH2:35]5)[O:26][C:22]=4[CH:21]=3)=[CH:7][NH:8]2)=[CH:4][CH:3]=1. Given the reactants [F:1][C:2]1[CH:10]=[C:9]2[C:5]([C:6]([C:20]3[CH:30]=[CH:29][C:23]4[N:24]=[C:25]([CH:27]=[CH2:28])[O:26][C:22]=4[CH:21]=3)=[CH:7][N:8]2S(C2C=CC=CC=2)(=O)=O)=[CH:4][CH:3]=1.[OH-].[Na+].[NH:33]1[CH2:38][CH2:37][NH:36][CH2:35][CH:34]1[C:39]([OH:41])=[O:40], predict the reaction product. (8) Given the reactants [CH3:1][O:2][C:3]1[C:8]2[N:9]=[C:10]([NH2:12])[S:11][C:7]=2[C:6]([N:13]2[CH2:18][C@@H:17]3[CH2:19][C@H:14]2[CH2:15][O:16]3)=[CH:5][CH:4]=1.C(N(C(C)C)C(C)C)C.Cl.[CH3:30][C:31]1[CH:32]=[C:33]([CH:37]=[CH:38][N:39]=1)[C:34](Cl)=[O:35], predict the reaction product. The product is: [CH3:1][O:2][C:3]1[C:8]2[N:9]=[C:10]([NH:12][C:34](=[O:35])[C:33]3[CH:37]=[CH:38][N:39]=[C:31]([CH3:30])[CH:32]=3)[S:11][C:7]=2[C:6]([N:13]2[CH2:18][C@@H:17]3[CH2:19][C@H:14]2[CH2:15][O:16]3)=[CH:5][CH:4]=1. (9) Given the reactants [F:1][C:2]1[CH:3]=[C:4]([CH:47]=[CH:48][CH:49]=1)[CH2:5][N:6]1[C:10]([CH3:11])=[C:9]([C:12]2[C:20]3[C:15](=[N:16][CH:17]=[C:18]([C:21]4[CH:22]=[CH:23][C:24]([O:32][CH2:33][CH2:34][OH:35])=[C:25]([NH:27][S:28]([CH3:31])(=[O:30])=[O:29])[CH:26]=4)[CH:19]=3)[N:14](S(C3C=CC(C)=CC=3)(=O)=O)[CH:13]=2)[C:8]([CH3:46])=[N:7]1.[OH-].[Li+], predict the reaction product. The product is: [F:1][C:2]1[CH:3]=[C:4]([CH:47]=[CH:48][CH:49]=1)[CH2:5][N:6]1[C:10]([CH3:11])=[C:9]([C:12]2[C:20]3[C:15](=[N:16][CH:17]=[C:18]([C:21]4[CH:22]=[CH:23][C:24]([O:32][CH2:33][CH2:34][OH:35])=[C:25]([NH:27][S:28]([CH3:31])(=[O:30])=[O:29])[CH:26]=4)[CH:19]=3)[NH:14][CH:13]=2)[C:8]([CH3:46])=[N:7]1.